Task: Binary Classification. Given a T-cell receptor sequence (or CDR3 region) and an epitope sequence, predict whether binding occurs between them.. Dataset: TCR-epitope binding with 47,182 pairs between 192 epitopes and 23,139 TCRs The epitope is GTITVEELK. The TCR CDR3 sequence is CASSLSGEAGGRYNEQFF. Result: 0 (the TCR does not bind to the epitope).